This data is from Full USPTO retrosynthesis dataset with 1.9M reactions from patents (1976-2016). The task is: Predict the reactants needed to synthesize the given product. (1) Given the product [OH:3][CH2:4][CH:6]1[CH2:7][CH2:8][CH:9]([N:12]2[CH2:17][CH2:16][N:15]([C:18]([O:20][C:21]([CH3:24])([CH3:23])[CH3:22])=[O:19])[CH2:14][C@@H:13]2[CH3:25])[CH2:10][CH2:11]1, predict the reactants needed to synthesize it. The reactants are: C([O:3][C:4]([CH:6]1[CH2:11][CH2:10][CH:9]([N:12]2[CH2:17][CH2:16][N:15]([C:18]([O:20][C:21]([CH3:24])([CH3:23])[CH3:22])=[O:19])[CH2:14][C@@H:13]2[CH3:25])[CH2:8][CH2:7]1)=O)C.[BH4-].[Li+].Cl.[OH-].[Na+]. (2) Given the product [CH3:37][N:38]1[CH:42]=[C:41]([C:2]2[CH:3]=[CH:4][CH:5]=[C:6]3[C:11]=2[C:10]([N:12]2[CH2:13][CH2:14][N:15]([CH3:18])[CH2:16][CH2:17]2)=[N:9][C:8]([C@@H:19]([NH:21][C:22]2[N:30]=[CH:29][N:28]=[C:27]4[C:23]=2[N:24]=[CH:25][N:26]4[CH:31]2[CH2:36][CH2:35][CH2:34][CH2:33][O:32]2)[CH3:20])=[CH:7]3)[CH:40]=[N:39]1, predict the reactants needed to synthesize it. The reactants are: Cl[C:2]1[CH:3]=[CH:4][CH:5]=[C:6]2[C:11]=1[C:10]([N:12]1[CH2:17][CH2:16][N:15]([CH3:18])[CH2:14][CH2:13]1)=[N:9][C:8]([C@@H:19]([NH:21][C:22]1[N:30]=[CH:29][N:28]=[C:27]3[C:23]=1[N:24]=[CH:25][N:26]3[CH:31]1[CH2:36][CH2:35][CH2:34][CH2:33][O:32]1)[CH3:20])=[CH:7]2.[CH3:37][N:38]1[CH:42]=[C:41](B2OC(C)(C)C(C)(C)O2)[CH:40]=[N:39]1.C([O-])([O-])=O.[Na+].[Na+]. (3) Given the product [F:27][C:26]1[CH:23]=[C:24]([C:2]2[CH:3]=[C:4]3[C:8](=[CH:9][CH:10]=2)[N:7]([CH:11]2[CH2:16][CH2:15][CH2:14][CH2:13][O:12]2)[N:6]=[C:5]3[C:17]([NH:19][C:20]2[CH:21]=[N:22][C:23]([C:26]([F:27])([F:29])[F:28])=[CH:24][CH:25]=2)=[O:18])[CH:39]=[N:40][CH:42]=1, predict the reactants needed to synthesize it. The reactants are: Br[C:2]1[CH:3]=[C:4]2[C:8](=[CH:9][CH:10]=1)[N:7]([CH:11]1[CH2:16][CH2:15][CH2:14][CH2:13][O:12]1)[N:6]=[C:5]2[C:17]([NH:19][C:20]1[CH:21]=[N:22][C:23]([C:26]([F:29])([F:28])[F:27])=[CH:24][CH:25]=1)=[O:18].[O-]P([O-])([O-])=O.[K+].[K+].[K+].O.[CH3:39][N:40]([CH:42]=O)C. (4) Given the product [CH:1]([O:4][C:5]1[C:10]2[CH:11]=[C:12]([C:14]([OH:16])=[O:15])[O:13][C:9]=2[CH:8]=[CH:7][CH:6]=1)([CH3:3])[CH3:2], predict the reactants needed to synthesize it. The reactants are: [CH:1]([O:4][C:5]1[C:10]2[CH:11]=[C:12]([C:14]([O-:16])=[O:15])[O:13][C:9]=2[CH:8]=[CH:7][CH:6]=1)([CH3:3])[CH3:2].[OH-].[Na+].